Dataset: hERG Central: cardiac toxicity at 1µM, 10µM, and general inhibition. Task: Predict hERG channel inhibition at various concentrations. (1) The molecule is Cc1cn2c(=O)c(C(=O)N3CCN(c4ccccc4Cl)CC3)cnc2s1. Results: hERG_inhib (hERG inhibition (general)): blocker. (2) The molecule is COc1ccc(CC(=O)Nc2cc(S(=O)(=O)N3CCCCC3)ccc2N2CCN(C)CC2)cc1. Results: hERG_inhib (hERG inhibition (general)): blocker. (3) The molecule is CCN1CCCC1CNc1ncnc2c1[nH]c1ccc(F)cc12. Results: hERG_inhib (hERG inhibition (general)): blocker. (4) The molecule is CCN(CC)CCN(Cc1cc2ccc(C)cc2[nH]c1=O)C(=S)Nc1ccccc1C(=O)OC. Results: hERG_inhib (hERG inhibition (general)): blocker. (5) The drug is CC(C)N(Cc1nc(-c2ccc(Cl)cc2)no1)Cc1nccn1C. Results: hERG_inhib (hERG inhibition (general)): blocker. (6) The molecule is O=C(NCC1CC1)C1CCCN(S(=O)(=O)c2ccc(-n3cnnn3)cc2)C1. Results: hERG_inhib (hERG inhibition (general)): blocker. (7) The compound is COc1cccc(N2CCN(C(=O)c3cc(-c4ccc(F)cc4)[nH]c3C)CC2)c1. Results: hERG_inhib (hERG inhibition (general)): blocker. (8) The molecule is O=C(C1CCCN(S(=O)(=O)c2ccc(Br)cc2)C1)N1CCN(Cc2ccccc2)CC1. Results: hERG_inhib (hERG inhibition (general)): blocker.